From a dataset of Forward reaction prediction with 1.9M reactions from USPTO patents (1976-2016). Predict the product of the given reaction. (1) Given the reactants [CH2:1]([O:8][C:9]([N:11]1[CH2:15][CH2:14][C:13]([NH2:18])([C:16]#[N:17])[CH2:12]1)=[O:10])[C:2]1[CH:7]=[CH:6][CH:5]=[CH:4][CH:3]=1.C(C1(N[C:34]([CH:36]([NH:42][C:43]([N:45]2[CH2:50][CH2:49][O:48][CH2:47][CH2:46]2)=[O:44])[CH2:37][C:38]([CH3:41])([CH3:40])C)=[O:35])CCN(C2C=CC=CC=2)CC1)#N.C(N1CC[C:57](N)(C#N)[CH2:56][CH2:55]1)(=O)C, predict the reaction product. The product is: [CH2:1]([O:8][C:9]([N:11]1[CH2:15][CH2:14][C:13]([C:16]#[N:17])([NH:18][C:34](=[O:35])[CH:36]([NH:42][C:43]([N:45]2[CH2:46][CH2:47][O:48][CH2:49][CH2:50]2)=[O:44])[CH2:37][CH:38]2[CH2:40][CH2:57][CH2:56][CH2:55][CH2:41]2)[CH2:12]1)=[O:10])[C:2]1[CH:7]=[CH:6][CH:5]=[CH:4][CH:3]=1. (2) The product is: [S:25]1[CH2:30][CH2:29][CH2:28][S:27][CH:26]1[C:9]([O:11][C:12]([CH3:13])([CH3:14])[CH3:15])=[O:10]. Given the reactants [C:9](O[C:9]([O:11][C:12]([CH3:15])([CH3:14])[CH3:13])=[O:10])([O:11][C:12]([CH3:15])([CH3:14])[CH3:13])=[O:10].CN(C1C=CC=CN=1)C.[S:25]1[CH2:30][CH2:29][CH2:28][S:27][CH:26]1C(O)=O, predict the reaction product. (3) Given the reactants [NH2:1][CH2:2][C@@H:3]1[CH2:8][C@H:7]2[C@H:5]([CH2:6]2)[N:4]1[C:9]([C:11]1[N:12]=[C:13]([CH3:23])[S:14][C:15]=1[C:16]1[CH:21]=[CH:20][CH:19]=[C:18]([F:22])[CH:17]=1)=[O:10].[CH2:24]([N:26]1[C:30]([C:31](O)=[O:32])=[CH:29][C:28]([CH3:34])=[N:27]1)[CH3:25], predict the reaction product. The product is: [F:22][C:18]1[CH:17]=[C:16]([C:15]2[S:14][C:13]([CH3:23])=[N:12][C:11]=2[C:9]([N:4]2[C@H:3]([CH2:2][NH:1][C:31]([C:30]3[N:26]([CH2:24][CH3:25])[N:27]=[C:28]([CH3:34])[CH:29]=3)=[O:32])[CH2:8][C@H:7]3[C@@H:5]2[CH2:6]3)=[O:10])[CH:21]=[CH:20][CH:19]=1. (4) Given the reactants [Cl:1][C:2]1[CH:3]=[C:4]2[C:9](=[CH:10][CH:11]=1)[NH:8][C:7](=[O:12])[C:6]([C:13]#[N:14])=[CH:5]2.[CH2:15]([Mg]Br)[CH3:16].B(F)(F)F.CCOCC.[NH4+].[Cl-].[OH-].[Na+], predict the reaction product. The product is: [NH2:14][C:13]1([C:6]2[C:7](=[O:12])[NH:8][C:9]3[C:4]([CH:5]=2)=[CH:3][C:2]([Cl:1])=[CH:11][CH:10]=3)[CH2:16][CH2:15]1. (5) Given the reactants [CH3:1][O:2][C:3]1[CH:4]=[C:5]2[C:10](=[CH:11][C:12]=1[O:13][CH3:14])[N:9]=[CH:8][CH:7]=[C:6]2[O:15][C:16]1[CH:22]=[CH:21][C:19]([NH2:20])=[C:18]([CH3:23])[C:17]=1[CH3:24].C1(C)C=CC=CC=1.C(N(CC)CC)C.Cl[C:40](Cl)([O:42][C:43](=[O:49])OC(Cl)(Cl)Cl)Cl.[CH3:51][C:52]1[CH:57]=[CH:56][C:55]([CH3:58])=[CH:54][C:53]=1[S:59][CH2:60]CO, predict the reaction product. The product is: [CH3:1][O:2][C:3]1[CH:4]=[C:5]2[C:10](=[CH:11][C:12]=1[O:13][CH3:14])[N:9]=[CH:8][CH:7]=[C:6]2[O:15][C:16]1[CH:22]=[CH:21][C:19]([NH:20][C:43](=[O:49])[O:42][CH2:40][CH2:60][S:59][C:53]2[CH:54]=[C:55]([CH3:58])[CH:56]=[CH:57][C:52]=2[CH3:51])=[C:18]([CH3:23])[C:17]=1[CH3:24].